Dataset: Forward reaction prediction with 1.9M reactions from USPTO patents (1976-2016). Task: Predict the product of the given reaction. (1) Given the reactants C([O:8][C:9](=[O:45])[C:10]1[CH:15]=[CH:14][CH:13]=[C:12]([NH:16][C:17](=[O:44])[CH2:18][N:19]2[N:25]=[C:24]([CH:26]3[CH2:31][CH2:30][CH2:29][CH2:28][CH2:27]3)[C:23]3[CH:32]=[CH:33][CH:34]=[CH:35][C:22]=3[N:21]([CH2:36][C:37](=[O:42])[C:38]([CH3:41])([CH3:40])[CH3:39])[C:20]2=[O:43])[CH:11]=1)C1C=CC=CC=1.C(OC(=O)C1C=CC=C(N)C=1)C1C=CC=CC=1.ON1C2C=CC=CC=2N=N1.Cl.CN(C)CCCN=C=NCC, predict the reaction product. The product is: [CH:26]1([CH:24]2[C:23]3[CH:32]=[CH:33][CH:34]=[CH:35][C:22]=3[N:21]([CH2:36][C:37](=[O:42])[C:38]([CH3:41])([CH3:40])[CH3:39])[C:20](=[O:43])[N:19]([CH2:18][C:17]([NH:16][C:12]3[CH:11]=[C:10]([CH:15]=[CH:14][CH:13]=3)[C:9]([OH:45])=[O:8])=[O:44])[NH:25]2)[CH2:31][CH2:30][CH2:29][CH2:28][CH2:27]1. (2) Given the reactants [NH2:1][CH2:2][CH2:3][C@@:4]1([C:27]2[CH:32]=[CH:31][C:30]([F:33])=[CH:29][CH:28]=2)[O:9][C:8](=[O:10])[N:7]([C@H:11]([C:13]2[CH:18]=[CH:17][C:16]([C:19]3[CH:24]=[CH:23][C:22]([F:25])=[CH:21][C:20]=3[F:26])=[CH:15][CH:14]=2)[CH3:12])[CH2:6][CH2:5]1.[S:34](N)([NH2:37])(=[O:36])=[O:35], predict the reaction product. The product is: [NH2:37][S:34]([NH:1][CH2:2][CH2:3][C@@:4]1([C:27]2[CH:28]=[CH:29][C:30]([F:33])=[CH:31][CH:32]=2)[O:9][C:8](=[O:10])[N:7]([C@H:11]([C:13]2[CH:14]=[CH:15][C:16]([C:19]3[CH:24]=[CH:23][C:22]([F:25])=[CH:21][C:20]=3[F:26])=[CH:17][CH:18]=2)[CH3:12])[CH2:6][CH2:5]1)(=[O:36])=[O:35].